This data is from Reaction yield outcomes from USPTO patents with 853,638 reactions. The task is: Predict the reaction yield, written as a fraction of the theoretical maximum amount of product (1.0 means a 100% yield; for example, 0.34 means a 34% yield). (1) The reactants are [C:1]([O:5][C:6](=[O:17])[NH:7][C@H:8]1[CH2:13][CH2:12][C@H:11]([CH2:14][CH:15]=O)[CH2:10][CH2:9]1)([CH3:4])([CH3:3])[CH3:2].[N:18]1([C:24]2[C:29]3[CH:30]=[CH:31][O:32][C:28]=3[CH:27]=[CH:26][N:25]=2)[CH2:23][CH2:22][NH:21][CH2:20][CH2:19]1.C([O-])(O)=O.[Na+]. The catalyst is ClCCCl.CO. The product is [C:1]([O:5][C:6](=[O:17])[NH:7][C@H:8]1[CH2:13][CH2:12][C@H:11]([CH2:14][CH2:15][N:21]2[CH2:22][CH2:23][N:18]([C:24]3[C:29]4[CH:30]=[CH:31][O:32][C:28]=4[CH:27]=[CH:26][N:25]=3)[CH2:19][CH2:20]2)[CH2:10][CH2:9]1)([CH3:4])([CH3:3])[CH3:2]. The yield is 0.520. (2) The product is [Cl:2][C:3]1[CH:4]=[C:5]([C:13]2[O:17][N:16]=[C:15]([C:18]3[C:19]([CH3:28])=[C:20]4[C:25](=[CH:26][CH:27]=3)[CH2:24][N:23]([CH2:36][C:37]([O:39][CH3:40])=[O:38])[CH2:22][CH2:21]4)[N:14]=2)[CH:6]=[CH:7][C:8]=1[O:9][CH:10]([CH3:12])[CH3:11]. The reactants are Cl.[Cl:2][C:3]1[CH:4]=[C:5]([C:13]2[O:17][N:16]=[C:15]([C:18]3[C:19]([CH3:28])=[C:20]4[C:25](=[CH:26][CH:27]=3)[CH2:24][NH:23][CH2:22][CH2:21]4)[N:14]=2)[CH:6]=[CH:7][C:8]=1[O:9][CH:10]([CH3:12])[CH3:11].C(=O)([O-])[O-].[K+].[K+].Br[CH2:36][C:37]([O:39][CH3:40])=[O:38]. The yield is 0.680. The catalyst is C(#N)C. (3) The reactants are [F:1][CH:2]([F:12])[CH2:3][NH:4][C:5]1[C:6]([NH2:11])=[CH:7][CH:8]=[CH:9][CH:10]=1.[Cl:13][C:14]1[CH:19]=[CH:18][C:17]([C:20](=O)[C:21](O)=[O:22])=[CH:16][CH:15]=1. The catalyst is CO. The product is [Cl:13][C:14]1[CH:19]=[CH:18][C:17]([C:20]2[C:21](=[O:22])[N:4]([CH2:3][CH:2]([F:12])[F:1])[C:5]3[C:6]([N:11]=2)=[CH:7][CH:8]=[CH:9][CH:10]=3)=[CH:16][CH:15]=1. The yield is 0.320.